From a dataset of Reaction yield outcomes from USPTO patents with 853,638 reactions. Predict the reaction yield, written as a fraction of the theoretical maximum amount of product (1.0 means a 100% yield; for example, 0.34 means a 34% yield). (1) The product is [OH:37][C@@:30]1([C:28]#[C:29][C:2]2[CH:3]=[CH:4][C:5]3[O:11][CH2:10][CH2:9][N:8]4[C:12]([C:18]([NH:20][CH:21]5[CH2:26][CH2:25][O:24][CH2:23][CH2:22]5)=[O:19])=[C:13]([C:15]([NH2:17])=[O:16])[N:14]=[C:7]4[C:6]=3[CH:27]=2)[CH2:34][CH2:33][N:32]([CH3:35])[C:31]1=[O:36]. The yield is 0.110. No catalyst specified. The reactants are Br[C:2]1[CH:3]=[CH:4][C:5]2[O:11][CH2:10][CH2:9][N:8]3[C:12]([C:18]([NH:20][CH:21]4[CH2:26][CH2:25][O:24][CH2:23][CH2:22]4)=[O:19])=[C:13]([C:15]([NH2:17])=[O:16])[N:14]=[C:7]3[C:6]=2[CH:27]=1.[C:28]([C@:30]1([OH:37])[CH2:34][CH2:33][N:32]([CH3:35])[C:31]1=[O:36])#[CH:29]. (2) The reactants are [Cl:1][C:2]1[C:3]([O:12][C:13]2[CH:18]=[C:17]([O:19][CH2:20][CH2:21][O:22][CH3:23])[CH:16]=[CH:15][C:14]=2[CH2:24][CH2:25][CH2:26][OH:27])=[N:4][CH:5]=[C:6]([C:8]([F:11])([F:10])[F:9])[CH:7]=1.[CH2:28]([NH2:32])[CH2:29][CH2:30][CH3:31].O.CN(C)[CH:36]=[O:37]. No catalyst specified. The product is [CH2:28]([NH:32][C:36](=[O:37])[O:27][CH2:26][CH2:25][CH2:24][C:14]1[CH:15]=[CH:16][C:17]([O:19][CH2:20][CH2:21][O:22][CH3:23])=[CH:18][C:13]=1[O:12][C:3]1[C:2]([Cl:1])=[CH:7][C:6]([C:8]([F:9])([F:11])[F:10])=[CH:5][N:4]=1)[CH2:29][CH2:30][CH3:31]. The yield is 0.800.